This data is from Full USPTO retrosynthesis dataset with 1.9M reactions from patents (1976-2016). The task is: Predict the reactants needed to synthesize the given product. (1) Given the product [Cl:1][C:2]1[CH:7]=[CH:6][C:5]([O:8][CH2:17][CH2:18][O:19][CH3:20])=[CH:4][C:3]=1[CH3:9], predict the reactants needed to synthesize it. The reactants are: [Cl:1][C:2]1[CH:7]=[CH:6][C:5]([OH:8])=[CH:4][C:3]=1[CH3:9].C([O-])([O-])=O.[K+].[K+].Br[CH2:17][CH2:18][O:19][CH3:20]. (2) Given the product [NH2:30][C:2]1[C:3]2[S:10][CH:9]=[C:8]([C:11]([NH:13][C:14]3[C:19]([F:20])=[C:18]([O:21][CH3:22])[CH:17]=[C:16]([O:23][CH3:24])[C:15]=3[F:25])=[O:12])[C:4]=2[N:5]=[CH:6][N:7]=1, predict the reactants needed to synthesize it. The reactants are: Cl[C:2]1[C:3]2[S:10][CH:9]=[C:8]([C:11]([NH:13][C:14]3[C:19]([F:20])=[C:18]([O:21][CH3:22])[CH:17]=[C:16]([O:23][CH3:24])[C:15]=3[F:25])=[O:12])[C:4]=2[N:5]=[CH:6][N:7]=1.C(O)(C)C.[NH3:30]. (3) Given the product [CH3:24][C@@:15]([C:20]([O:22][CH3:23])=[O:21])([CH2:16][CH:17]([CH3:19])[CH3:18])[NH:14][C:12]([C:3]1[C:2]([NH:1][C:26]([NH:25][C:28]2[C:29]([CH3:36])=[CH:30][C:31]([CH3:35])=[CH:32][C:33]=2[CH3:34])=[O:27])=[CH:11][C:10]2[C:5](=[CH:6][CH:7]=[CH:8][CH:9]=2)[CH:4]=1)=[O:13], predict the reactants needed to synthesize it. The reactants are: [NH2:1][C:2]1[C:3]([C:12]([NH:14][C@:15]([CH3:24])([C:20]([O:22][CH3:23])=[O:21])[CH2:16][CH:17]([CH3:19])[CH3:18])=[O:13])=[CH:4][C:5]2[C:10]([CH:11]=1)=[CH:9][CH:8]=[CH:7][CH:6]=2.[N:25]([C:28]1[C:33]([CH3:34])=[CH:32][C:31]([CH3:35])=[CH:30][C:29]=1[CH3:36])=[C:26]=[O:27].